From a dataset of Forward reaction prediction with 1.9M reactions from USPTO patents (1976-2016). Predict the product of the given reaction. (1) Given the reactants [N:1]([C:4](=[CH:10][C:11]1[S:12][C:13]([Br:16])=[CH:14][CH:15]=1)[C:5]([O:7][CH2:8][CH3:9])=[O:6])=[N+]=[N-], predict the reaction product. The product is: [Br:16][C:13]1[S:12][C:11]2[CH:10]=[C:4]([C:5]([O:7][CH2:8][CH3:9])=[O:6])[NH:1][C:15]=2[CH:14]=1. (2) Given the reactants Cl[C:2]1[N:7]=[C:6]([C:8]2[CH:22]=[CH:21][CH:20]=[CH:19][C:9]=2[C:10]([N:12](C(C)C)C(C)C)=[O:11])[C:5]([N+]([O-])=O)=[CH:4][CH:3]=1.[CH3:26][N:27]1[CH2:32][CH2:31][NH:30][CH2:29][CH2:28]1.C(N(CC)C(C)C)(C)C.C([N-]C(C)C)(C)C.[Li+], predict the reaction product. The product is: [CH3:26][N:27]1[CH2:32][CH2:31][N:30]([C:2]2[N:7]=[C:6]3[C:5](=[CH:4][CH:3]=2)[NH:12][C:10](=[O:11])[C:9]2[CH:19]=[CH:20][CH:21]=[CH:22][C:8]3=2)[CH2:29][CH2:28]1. (3) Given the reactants [C:1](O[BH-](OC(=O)C)OC(=O)C)(=O)C.[Na+].C=O.[CH2:17]([C:21]1[S:30][C:29]2[NH:28][C:27]3[CH:31]=[CH:32][CH:33]=[CH:34][C:26]=3[N:25]=[C:24]([N:35]3[CH2:40][CH2:39][NH:38][C@@H:37]([CH2:41][CH2:42][C:43]4[CH:48]=[CH:47][CH:46]=[CH:45][CH:44]=4)[CH2:36]3)[C:23]=2[N:22]=1)[CH2:18][CH2:19][CH3:20], predict the reaction product. The product is: [NH3:22].[CH2:17]([C:21]1[S:30][C:29]2[NH:28][C:27]3[CH:31]=[CH:32][CH:33]=[CH:34][C:26]=3[N:25]=[C:24]([N:35]3[CH2:40][CH2:39][N:38]([CH3:1])[C@@H:37]([CH2:41][CH2:42][C:43]4[CH:44]=[CH:45][CH:46]=[CH:47][CH:48]=4)[CH2:36]3)[C:23]=2[N:22]=1)[CH2:18][CH2:19][CH3:20]. (4) Given the reactants [NH2:1][C:2]1[CH:31]=[CH:30][C:5]([CH2:6][C:7]2[NH:15][C:14]3[C:13](=[O:16])[N:12]([CH2:17][C:18]4[CH:23]=[CH:22][CH:21]=[CH:20][C:19]=4[F:24])[C:11](=[O:25])[N:10]([CH2:26][CH2:27][CH2:28][CH3:29])[C:9]=3[N:8]=2)=[CH:4][CH:3]=1.[CH3:32][O:33][C:34]1[CH:35]=[C:36]([CH:40]=[CH:41][C:42]=1[O:43][CH3:44])[C:37](Cl)=[O:38], predict the reaction product. The product is: [CH2:26]([N:10]1[C:9]2[N:8]=[C:7]([CH2:6][C:5]3[CH:4]=[CH:3][C:2]([NH:1][C:37](=[O:38])[C:36]4[CH:40]=[CH:41][C:42]([O:43][CH3:44])=[C:34]([O:33][CH3:32])[CH:35]=4)=[CH:31][CH:30]=3)[NH:15][C:14]=2[C:13](=[O:16])[N:12]([CH2:17][C:18]2[CH:23]=[CH:22][CH:21]=[CH:20][C:19]=2[F:24])[C:11]1=[O:25])[CH2:27][CH2:28][CH3:29]. (5) Given the reactants [Cl-].[Al+3].[Cl-].[Cl-].[C:5](Cl)(=[O:7])[CH3:6].[CH3:9][C:10]1[N:11]2[CH:17]=[N:16][CH:15]=[C:12]2[S:13][CH:14]=1.C(=O)([O-])[O-].[Na+].[Na+].S([O-])([O-])(=O)=O.[Na+].[Na+], predict the reaction product. The product is: [C:5]([C:15]1[N:16]=[CH:17][N:11]2[C:10]([CH3:9])=[CH:14][S:13][C:12]=12)(=[O:7])[CH3:6]. (6) Given the reactants [C:1]([O:5][C:6]([N:8]1[CH2:13][CH2:12][N:11]([C:14]2[N:19]=[CH:18][C:17]([C:20]3[CH:25]=[CH:24][C:23](F)=[CH:22][CH:21]=3)=[CH:16][N:15]=2)[CH2:10][CH2:9]1)=[O:7])([CH3:4])([CH3:3])[CH3:2].C(O[C:32]([N:34]1CCN(C2N=CC(Br)=CN=2)CC1)=O)(C)(C)C.C(C1C=CC(B(O)O)=CC=1)#N, predict the reaction product. The product is: [C:1]([O:5][C:6]([N:8]1[CH2:13][CH2:12][N:11]([C:14]2[N:19]=[CH:18][C:17]([C:20]3[CH:25]=[CH:24][C:23]([C:32]#[N:34])=[CH:22][CH:21]=3)=[CH:16][N:15]=2)[CH2:10][CH2:9]1)=[O:7])([CH3:4])([CH3:3])[CH3:2].